This data is from Reaction yield outcomes from USPTO patents with 853,638 reactions. The task is: Predict the reaction yield, written as a fraction of the theoretical maximum amount of product (1.0 means a 100% yield; for example, 0.34 means a 34% yield). (1) The reactants are [F:1][C:2]1[CH:7]=[CH:6][C:5]([C@@:8]([NH:26][C:27]([NH:29][CH2:30][C:31]([F:34])([F:33])[F:32])=[O:28])([C:12]2[CH:17]=[C:16]([O:18][C:19]([F:24])([F:23])[CH:20]([F:22])[F:21])[CH:15]=[C:14]([F:25])[CH:13]=2)[CH2:9][CH:10]=[CH2:11])=[CH:4][C:3]=1[C:35]([F:38])([F:37])[F:36].[CH2:39]([Zn]CC)C.ICI.Cl. The product is [CH:10]1([CH2:9][C@@:8]([NH:26][C:27]([NH:29][CH2:30][C:31]([F:32])([F:33])[F:34])=[O:28])([C:5]2[CH:6]=[CH:7][C:2]([F:1])=[C:3]([C:35]([F:38])([F:36])[F:37])[CH:4]=2)[C:12]2[CH:17]=[C:16]([O:18][C:19]([F:23])([F:24])[CH:20]([F:22])[F:21])[CH:15]=[C:14]([F:25])[CH:13]=2)[CH2:39][CH2:11]1. The catalyst is C1(C)C=CC=CC=1. The yield is 0.320. (2) The reactants are [NH2:1][C:2]1[CH:24]=[CH:23][C:5]([O:6][C:7]2[CH:12]=[CH:11][N:10]=[C:9]([NH:13][C:14]([N:16]3[CH2:21][CH2:20][N:19]([CH3:22])[CH2:18][CH2:17]3)=[O:15])[CH:8]=2)=[C:4]([F:25])[CH:3]=1.[C:26]1([CH2:32][C:33]([N:35]=[C:36]=[O:37])=[O:34])[CH:31]=[CH:30][CH:29]=[CH:28][CH:27]=1.C(OCC)C. The catalyst is O1CCCC1.FC1C=C(NC(NC(=O)CC2C=CC=CC=2)=S)C=CC=1OC1N=CN=C(NC(N2CCCC2)=O)C=1. The product is [F:25][C:4]1[CH:3]=[C:2]([NH:1][C:36]([NH:35][C:33](=[O:34])[CH2:32][C:26]2[CH:27]=[CH:28][CH:29]=[CH:30][CH:31]=2)=[O:37])[CH:24]=[CH:23][C:5]=1[O:6][C:7]1[CH:12]=[CH:11][N:10]=[C:9]([NH:13][C:14]([N:16]2[CH2:17][CH2:18][N:19]([CH3:22])[CH2:20][CH2:21]2)=[O:15])[CH:8]=1. The yield is 0.470.